Dataset: Catalyst prediction with 721,799 reactions and 888 catalyst types from USPTO. Task: Predict which catalyst facilitates the given reaction. (1) Reactant: [F:1][C:2]1[CH:7]=[CH:6][C:5]([N:8]2[CH:11]([C:12]3[CH:17]=[CH:16][C:15]([O:18][CH2:19][CH2:20][CH2:21][CH2:22][N:23]4[CH:27]=[CH:26][N:25]=[CH:24]4)=[CH:14][C:13]=3[OH:28])[CH:10]([CH2:29][CH2:30][CH:31]([C:33]3[CH:38]=[CH:37][C:36]([F:39])=[CH:35][CH:34]=3)[OH:32])[C:9]2=[O:40])=[CH:4][CH:3]=1.[CH3:41][I:42]. The catalyst class is: 11. Product: [I-:42].[F:1][C:2]1[CH:7]=[CH:6][C:5]([N:8]2[C:9](=[O:40])[CH:10]([CH2:29][CH2:30][CH:31]([C:33]3[CH:34]=[CH:35][C:36]([F:39])=[CH:37][CH:38]=3)[OH:32])[CH:11]2[C:12]2[CH:17]=[CH:16][C:15]([O:18][CH2:19][CH2:20][CH2:21][CH2:22][N:23]3[CH:27]=[CH:26][N+:25]([CH3:41])=[CH:24]3)=[CH:14][C:13]=2[OH:28])=[CH:4][CH:3]=1. (2) Reactant: [F:1][C:2]1[CH:22]=[CH:21][CH:20]=[C:19]([F:23])[C:3]=1[CH2:4][O:5][C:6]1[C:7]2[N:8]([C:12]([C:16](O)=[O:17])=[C:13]([CH3:15])[N:14]=2)[CH:9]=[CH:10][CH:11]=1.F[B-](F)(F)F.N1(O[C+](N(C)C)N(C)C)C2C=CC=CC=2N=N1.CN1CCOCC1.[NH2:53][CH:54]([C:57]1[CH:62]=[CH:61][C:60]([F:63])=[C:59]([F:64])[CH:58]=1)[CH2:55][OH:56]. Product: [F:23][C:19]1[CH:20]=[CH:21][CH:22]=[C:2]([F:1])[C:3]=1[CH2:4][O:5][C:6]1[C:7]2[N:8]([C:12]([C:16]([NH:53][CH:54]([C:57]3[CH:62]=[CH:61][C:60]([F:63])=[C:59]([F:64])[CH:58]=3)[CH2:55][OH:56])=[O:17])=[C:13]([CH3:15])[N:14]=2)[CH:9]=[CH:10][CH:11]=1. The catalyst class is: 4. (3) Reactant: [NH2:1][C:2]1[CH:3]=[C:4]([C:9]2[S:13][C:12]([N:14]3[CH2:20][CH2:19][CH2:18][NH:17][C:16](=[O:21])[CH2:15]3)=[N:11][CH:10]=2)[CH:5]=[C:6]([CH3:8])[CH:7]=1.Cl[C:23]1[N:28]=[C:27]([O:29][CH3:30])[C:26]([Cl:31])=[CH:25][N:24]=1.C(=O)([O-])[O-].[K+].[K+].CC(C1C=C(C(C)C)C(C2C=CC=CC=2P(C2CCCCC2)C2CCCCC2)=C(C(C)C)C=1)C. Product: [Cl:31][C:26]1[C:27]([O:29][CH3:30])=[N:28][C:23]([NH:1][C:2]2[CH:3]=[C:4]([C:9]3[S:13][C:12]([N:14]4[CH2:20][CH2:19][CH2:18][NH:17][C:16](=[O:21])[CH2:15]4)=[N:11][CH:10]=3)[CH:5]=[C:6]([CH3:8])[CH:7]=2)=[N:24][CH:25]=1. The catalyst class is: 110. (4) Reactant: [NH:1]1[CH2:6][CH2:5][NH:4][CH2:3][C:2]1=[O:7].[C:8](Cl)(=[O:17])[O:9][CH2:10][C:11]1[CH:16]=[CH:15][CH:14]=[CH:13][CH:12]=1.C(=O)([O-])[O-].[Na+].[Na+].C(OCC)(=O)C. Product: [CH2:10]([O:9][C:8]([N:4]1[CH2:5][CH2:6][NH:1][C:2](=[O:7])[CH2:3]1)=[O:17])[C:11]1[CH:16]=[CH:15][CH:14]=[CH:13][CH:12]=1. The catalyst class is: 6. (5) Reactant: [NH:1]([C:25]([O:27][C:28]([CH3:31])([CH3:30])[CH3:29])=[O:26])[CH2:2][C:3]([NH:5][CH2:6][C:7]([NH:9][C@H:10]([C:18]([NH:20][CH2:21][C:22](O)=[O:23])=[O:19])[CH2:11][C:12]1[CH:17]=[CH:16][CH:15]=[CH:14][CH:13]=1)=[O:8])=[O:4].ON1C(=O)CCC1=O.C1CCC(N=C=NC2CCCCC2)CC1.C1(C)C=CC(S(O)(=O)=O)=CC=1.[CH2:66]([O:73][C:74](=[O:80])[CH2:75][CH2:76][CH2:77][CH2:78][NH2:79])[C:67]1[CH:72]=[CH:71][CH:70]=[CH:69][CH:68]=1. Product: [NH:1]([C:25]([O:27][C:28]([CH3:31])([CH3:30])[CH3:29])=[O:26])[CH2:2][C:3]([NH:5][CH2:6][C:7]([NH:9][C@H:10]([C:18]([NH:20][CH2:21][C:22]([NH:79][CH2:78][CH2:77][CH2:76][CH2:75][C:74]([O:73][CH2:66][C:67]1[CH:72]=[CH:71][CH:70]=[CH:69][CH:68]=1)=[O:80])=[O:23])=[O:19])[CH2:11][C:12]1[CH:13]=[CH:14][CH:15]=[CH:16][CH:17]=1)=[O:8])=[O:4]. The catalyst class is: 338.